This data is from CYP3A4 inhibition data for predicting drug metabolism from PubChem BioAssay. The task is: Regression/Classification. Given a drug SMILES string, predict its absorption, distribution, metabolism, or excretion properties. Task type varies by dataset: regression for continuous measurements (e.g., permeability, clearance, half-life) or binary classification for categorical outcomes (e.g., BBB penetration, CYP inhibition). Dataset: cyp3a4_veith. The molecule is CCOC(=O)N1CCN(C(=O)c2cccn3c(=O)c4cc(Cl)ccc4nc23)CC1. The result is 0 (non-inhibitor).